This data is from Catalyst prediction with 721,799 reactions and 888 catalyst types from USPTO. The task is: Predict which catalyst facilitates the given reaction. (1) Reactant: FC1N=C(C[N:9]2[C:13]3=[N:14][C:15]([NH:18][C:19]4[CH:20]=[N:21][N:22]([CH3:24])[CH:23]=4)=[N:16][CH:17]=[C:12]3[CH:11]=[N:10]2)C=CC=1. Product: [CH3:24][N:22]1[CH:23]=[C:19]([NH:18][C:15]2[N:14]=[C:13]3[NH:9][N:10]=[CH:11][C:12]3=[CH:17][N:16]=2)[CH:20]=[N:21]1. The catalyst class is: 3. (2) Reactant: [Cl:1][C:2]1[CH:7]=[CH:6][C:5]([CH2:8][C:9]([O:11][CH2:12][CH3:13])=[O:10])=[CH:4][C:3]=1[OH:14].C(=O)([O-])[O-].[K+].[K+].[F:21][C:22]1[CH:23]=[C:24]([CH:27]=[C:28](F)[CH:29]=1)[C:25]#[N:26]. Product: [Cl:1][C:2]1[CH:7]=[CH:6][C:5]([CH2:8][C:9]([O:11][CH2:12][CH3:13])=[O:10])=[CH:4][C:3]=1[O:14][C:28]1[CH:29]=[C:22]([F:21])[CH:23]=[C:24]([C:25]#[N:26])[CH:27]=1. The catalyst class is: 37.